Dataset: Catalyst prediction with 721,799 reactions and 888 catalyst types from USPTO. Task: Predict which catalyst facilitates the given reaction. The catalyst class is: 17. Reactant: [CH3:1][C@@H:2]1[C@H:6]2[C@H:7]([O:15][C@@H:16]3[O:21][C@H:20]([CH2:22][OH:23])[C@@H:19]([OH:24])[C@H:18]([OH:25])[C@H:17]3[OH:26])[O:8][CH:9]=[C:10]([C:11]([O:13][CH3:14])=[O:12])[C@H:5]2[CH2:4][C@@H:3]1[OH:27].[C:28](Cl)([C:41]1[CH:46]=[CH:45][CH:44]=[CH:43][CH:42]=1)([C:35]1[CH:40]=[CH:39][CH:38]=[CH:37][CH:36]=1)[C:29]1[CH:34]=[CH:33][CH:32]=[CH:31][CH:30]=1. Product: [CH3:1][C@@H:2]1[C@H:6]2[C@H:7]([O:15][C@@H:16]3[O:21][C@H:20]([CH2:22][O:23][C:28]([C:29]4[CH:30]=[CH:31][CH:32]=[CH:33][CH:34]=4)([C:41]4[CH:46]=[CH:45][CH:44]=[CH:43][CH:42]=4)[C:35]4[CH:40]=[CH:39][CH:38]=[CH:37][CH:36]=4)[C@@H:19]([OH:24])[C@H:18]([OH:25])[C@H:17]3[OH:26])[O:8][CH:9]=[C:10]([C:11]([O:13][CH3:14])=[O:12])[C@H:5]2[CH2:4][C@@H:3]1[OH:27].